This data is from Reaction yield outcomes from USPTO patents with 853,638 reactions. The task is: Predict the reaction yield, written as a fraction of the theoretical maximum amount of product (1.0 means a 100% yield; for example, 0.34 means a 34% yield). (1) The reactants are [OH:1][C:2]1[CH:7]=[CH:6][C:5]([NH:8][C:9](=[O:15])[O:10][C:11]([CH3:14])([CH3:13])[CH3:12])=[CH:4][CH:3]=1.CC(C)([O-])C.[K+].Cl[C:23]1[CH:28]=[CH:27][N:26]=[C:25]([NH2:29])[C:24]=1[N+:30]([O-:32])=[O:31]. The catalyst is CN(C=O)C.C(OCC)(=O)C. The product is [NH2:29][C:25]1[C:24]([N+:30]([O-:32])=[O:31])=[C:23]([O:1][C:2]2[CH:3]=[CH:4][C:5]([NH:8][C:9](=[O:15])[O:10][C:11]([CH3:12])([CH3:14])[CH3:13])=[CH:6][CH:7]=2)[CH:28]=[CH:27][N:26]=1. The yield is 0.630. (2) The reactants are [CH3:1][NH2:2].[Br:3][C:4]1[CH:5]=[N:6][C:7](Cl)=[N:8][CH:9]=1. No catalyst specified. The product is [NH2:2][CH2:1][C:7]1[N:6]=[CH:5][C:4]([Br:3])=[CH:9][N:8]=1. The yield is 0.930. (3) The yield is 0.650. The reactants are [C:1]([C:6]1[CH:15]=[CH:14][C:9]([C:10]([O:12]C)=[O:11])=[CH:8][CH:7]=1)(=[O:5])[CH2:2][CH2:3][CH3:4].[OH-].[Na+]. The catalyst is O1CCCC1.CO. The product is [C:1]([C:6]1[CH:15]=[CH:14][C:9]([C:10]([OH:12])=[O:11])=[CH:8][CH:7]=1)(=[O:5])[CH2:2][CH2:3][CH3:4]. (4) The product is [P:29]([O:24][C:21]1[CH:22]=[CH:23][C:18]([NH:17][C:14]2[S:15][CH:16]=[C:12]([C:9]3[CH:8]=[CH:7][N:6]=[CH:11][CH:10]=3)[N:13]=2)=[CH:19][CH:20]=1)([O:30][C:31]([CH3:32])([CH3:33])[CH3:34])([O:35][C:36]([CH3:37])([CH3:38])[CH3:39])=[O:51]. The yield is 0.300. The catalyst is CC#N.C1COCC1.C(Cl)Cl. The reactants are N1C=NN=N1.[N:6]1[CH:11]=[CH:10][C:9]([C:12]2[N:13]=[C:14]([NH:17][C:18]3[CH:23]=[CH:22][C:21]([OH:24])=[CH:20][CH:19]=3)[S:15][CH:16]=2)=[CH:8][CH:7]=1.C(N(C(C)C)[P:29]([O:35][C:36]([CH3:39])([CH3:38])[CH3:37])[O:30][C:31]([CH3:34])([CH3:33])[CH3:32])(C)C.C1C=C(Cl)C=C(C(OO)=[O:51])C=1.OS([O-])=O.[Na+].